This data is from Catalyst prediction with 721,799 reactions and 888 catalyst types from USPTO. The task is: Predict which catalyst facilitates the given reaction. (1) Reactant: C(=O)([O-])[O-].[K+].[K+].[CH2:7](I)[CH3:8].[NH:10]1[CH:14]=[C:13]([C:15]([O:17][CH2:18][CH3:19])=[O:16])[CH:12]=[N:11]1.O. Product: [CH2:7]([N:10]1[CH:14]=[C:13]([C:15]([O:17][CH2:18][CH3:19])=[O:16])[CH:12]=[N:11]1)[CH3:8]. The catalyst class is: 9. (2) Reactant: [NH:1]1[CH2:5][CH2:4][CH:3]([OH:6])[CH2:2]1.CN(C)C=O.[Cl:12][C:13]1[CH:18]=[C:17]([Cl:19])[CH:16]=[CH:15][C:14]=1[C:20]1([C:23](O)=[O:24])[CH2:22][CH2:21]1.F[P-](F)(F)(F)(F)F.N1(O[P+](N(C)C)(N(C)C)N(C)C)C2C=CC=CC=2N=N1.CCN(C(C)C)C(C)C. Product: [Cl:12][C:13]1[CH:18]=[C:17]([Cl:19])[CH:16]=[CH:15][C:14]=1[C:20]1([C:23]([N:1]2[CH2:5][CH2:4][CH:3]([OH:6])[CH2:2]2)=[O:24])[CH2:21][CH2:22]1. The catalyst class is: 25. (3) Reactant: [C:1]([CH:3]1[CH2:6][CH:5]([CH2:7][OH:8])[CH2:4]1)#[CH:2].[CH3:9]I.[H-].[Na+]. Product: [C:1]([CH:3]1[CH2:6][CH:5]([CH2:7][O:8][CH3:9])[CH2:4]1)#[CH:2]. The catalyst class is: 1. (4) Reactant: C[O:2][C:3](=[O:35])[C@@H:4]([NH:14][C:15]([C:17]1[S:18][C:19]([C:24](=[O:34])[NH:25][CH2:26][C:27]2[CH:32]=[CH:31][CH:30]=[C:29]([OH:33])[CH:28]=2)=[CH:20][C:21]=1[C:22]#[N:23])=[O:16])[CH2:5][NH:6][C:7]([C:9]1[S:10][CH:11]=[CH:12][CH:13]=1)=[O:8].O.[OH-].[Li+].Cl. Product: [C:22]([C:21]1[CH:20]=[C:19]([C:24](=[O:34])[NH:25][CH2:26][C:27]2[CH:32]=[CH:31][CH:30]=[C:29]([OH:33])[CH:28]=2)[S:18][C:17]=1[C:15]([NH:14][C@@H:4]([CH2:5][NH:6][C:7]([C:9]1[S:10][CH:11]=[CH:12][CH:13]=1)=[O:8])[C:3]([OH:35])=[O:2])=[O:16])#[N:23]. The catalyst class is: 20.